Task: Predict the reactants needed to synthesize the given product.. Dataset: Full USPTO retrosynthesis dataset with 1.9M reactions from patents (1976-2016) Given the product [CH3:25][Si:24]1([CH3:26])[C:2]2[CH:7]=[CH:6][CH:5]=[CH:4][C:3]=2[CH:8]([C:10]2[CH:15]=[CH:14][C:13]([N:16]([CH3:18])[CH3:17])=[CH:12][CH:11]=2)[O:9]1, predict the reactants needed to synthesize it. The reactants are: Br[C:2]1[CH:7]=[CH:6][CH:5]=[CH:4][C:3]=1[CH:8]([C:10]1[CH:15]=[CH:14][C:13]([N:16]([CH3:18])[CH3:17])=[CH:12][CH:11]=1)[OH:9].[Li]CCCC.[SiH:24](Cl)([CH3:26])[CH3:25].